This data is from Forward reaction prediction with 1.9M reactions from USPTO patents (1976-2016). The task is: Predict the product of the given reaction. (1) Given the reactants [S:1]1[CH:5]=[CH:4][N:3]=[C:2]1[C:6]1([C:16]#[N:17])[CH2:15][CH2:14][C:9]2([O:13][CH2:12][CH2:11][O:10]2)[CH2:8][CH2:7]1.[Br:18]N1C(=O)CCC1=O, predict the reaction product. The product is: [Br:18][C:5]1[S:1][C:2]([C:6]2([C:16]#[N:17])[CH2:7][CH2:8][C:9]3([O:13][CH2:12][CH2:11][O:10]3)[CH2:14][CH2:15]2)=[N:3][CH:4]=1. (2) Given the reactants [F:1][C:2]([F:21])([F:20])[S+:3]1[C:7]2[CH:8]=[CH:9][CH:10]=[CH:11][C:6]=2[C:5]2[CH:12]=[CH:13][C:14]([S:16]([O-:19])(=[O:18])=[O:17])=[CH:15][C:4]1=2.OS(O)(=O)=O.O=S(=O)=O.[N+:31]([O-])([OH:33])=[O:32], predict the reaction product. The product is: [N+:31]([C:9]1[CH:10]=[CH:11][C:6]2[C:5]3[CH:12]=[CH:13][C:14]([S:16]([O-:19])(=[O:17])=[O:18])=[CH:15][C:4]=3[S+:3]([C:2]([F:1])([F:20])[F:21])[C:7]=2[CH:8]=1)([O-:33])=[O:32]. (3) The product is: [Cl:19][C:16]([F:17])([F:18])[O:15][C:12]1[CH:11]=[CH:10][C:9]([NH:8][C:6](=[O:7])[C:5]2[CH:20]=[C:21]([C:22]3[NH:26][N:25]=[CH:24][CH:23]=3)[C:2]([N:39]3[CH2:40][CH2:41][N:36]([CH2:35][CH:34]([F:42])[F:33])[CH2:37][CH2:38]3)=[N:3][CH:4]=2)=[CH:14][CH:13]=1. Given the reactants Cl[C:2]1[C:21]([C:22]2[N:26](C3CCCCO3)[N:25]=[CH:24][CH:23]=2)=[CH:20][C:5]([C:6]([NH:8][C:9]2[CH:14]=[CH:13][C:12]([O:15][C:16]([Cl:19])([F:18])[F:17])=[CH:11][CH:10]=2)=[O:7])=[CH:4][N:3]=1.[F:33][CH:34]([F:42])[CH2:35][N:36]1[CH2:41][CH2:40][NH:39][CH2:38][CH2:37]1, predict the reaction product.